This data is from Full USPTO retrosynthesis dataset with 1.9M reactions from patents (1976-2016). The task is: Predict the reactants needed to synthesize the given product. (1) Given the product [CH3:6][O:7][C:8]1[N:9]=[CH:21][C:20]([CH:13]=[O:12])=[CH:19][N:10]=1, predict the reactants needed to synthesize it. The reactants are: S(O)(O)(=O)=O.[CH3:6][O:7][C:8](=[NH:10])[NH2:9].C[O:12][C:13](=N)N.C[NH+]([CH2:19][C:20](CN(C)C)=[CH:21][NH+](C)C)C.C(OC(C)C)(=O)C.C(=O)(O)[O-].[K+]. (2) Given the product [CH:7]1[C:8]2[C:10]3[C:11](=[CH:11][CH:10]=[CH:8][CH:7]=3)[C:9]3[C:9](=[CH:6][CH:5]=[CH:4][CH:3]=3)[C:3]=2[CH:4]=[CH:5][CH:6]=1, predict the reactants needed to synthesize it. The reactants are: [F-].[Cs+].[C:3]1([CH3:9])[CH:8]=[CH:7][CH:6]=[CH:5][CH:4]=1.[C:10](#N)[CH3:11]. (3) Given the product [CH2:3]([O:10][C:11]([NH:13][NH:14][C@H:15]([C:19]([N:21]1[CH2:26][CH2:25][CH:24]([O:27][C:28]2[CH:37]=[CH:36][C:35]([F:38])=[CH:34][C:29]=2[C:30]([OH:32])=[O:31])[CH2:23][CH2:22]1)=[O:20])[CH:16]([CH3:18])[CH3:17])=[O:12])[C:4]1[CH:9]=[CH:8][CH:7]=[CH:6][CH:5]=1, predict the reactants needed to synthesize it. The reactants are: [OH-].[Na+].[CH2:3]([O:10][C:11]([NH:13][NH:14][C@H:15]([C:19]([N:21]1[CH2:26][CH2:25][CH:24]([O:27][C:28]2[CH:37]=[CH:36][C:35]([F:38])=[CH:34][C:29]=2[C:30]([O:32]C)=[O:31])[CH2:23][CH2:22]1)=[O:20])[CH:16]([CH3:18])[CH3:17])=[O:12])[C:4]1[CH:9]=[CH:8][CH:7]=[CH:6][CH:5]=1.Cl. (4) Given the product [F:1][C:2]1[CH:7]=[C:6]([CH:8]=[O:16])[CH:5]=[CH:4][C:3]=1[NH:10][S:11]([CH3:14])(=[O:13])=[O:12], predict the reactants needed to synthesize it. The reactants are: [F:1][C:2]1[CH:7]=[C:6]([CH:8]=C)[CH:5]=[CH:4][C:3]=1[NH:10][S:11]([CH3:14])(=[O:13])=[O:12].I([O-])(=O)(=O)=[O:16].[Na+]. (5) The reactants are: [C:1]([C:4]1([C:10]2[C:18]3[C:13](=[CH:14][CH:15]=[C:16]([NH:19][C:20]([C:22]4[CH:27]=[CH:26][C:25]([N+:28]([O-])=O)=[CH:24][CH:23]=4)=[O:21])[CH:17]=3)[NH:12][N:11]=2)[CH:9]=[CH:8][CH:7]=[CH:6][CH2:5]1)(=[O:3])[CH3:2]. Given the product [C:1]([C:4]1([C:10]2[C:18]3[C:13](=[CH:14][CH:15]=[C:16]([NH:19][C:20]([C:22]4[CH:23]=[CH:24][C:25]([NH2:28])=[CH:26][CH:27]=4)=[O:21])[CH:17]=3)[NH:12][N:11]=2)[CH:5]=[CH:6][CH:7]=[CH:8][CH2:9]1)(=[O:3])[CH3:2], predict the reactants needed to synthesize it. (6) Given the product [CH:21]([N:20]1[C:16]([C:10]2[N:11]=[C:12]3[C:13]4[CH:14]=[N:15][C:2]([N:26]5[CH2:27][CH2:28][CH2:29][CH:25]5[CH2:24][N:30]5[CH2:34][CH2:33][CH2:32][CH2:31]5)=[CH:3][C:4]=4[O:5][CH2:6][CH2:7][N:8]3[CH:9]=2)=[N:17][CH:18]=[N:19]1)([CH3:23])[CH3:22], predict the reactants needed to synthesize it. The reactants are: Cl[C:2]1[CH:3]=[C:4]2[C:13](=[CH:14][N:15]=1)[C:12]1[N:8]([CH:9]=[C:10]([C:16]3[N:20]([CH:21]([CH3:23])[CH3:22])[N:19]=[CH:18][N:17]=3)[N:11]=1)[CH2:7][CH2:6][O:5]2.[CH2:24]([N:30]1[CH2:34][CH2:33][CH2:32][CH2:31]1)[CH:25]1[CH2:29][CH2:28][CH2:27][NH:26]1. (7) Given the product [CH2:1]([O:8][C:9]1[CH:17]=[CH:16][CH:15]=[C:14]2[C:10]=1[CH:11]=[C:12]([C:18]([O:20][CH2:21][CH3:22])=[O:19])[N:13]2[CH3:25])[C:2]1[CH:3]=[CH:4][CH:5]=[CH:6][CH:7]=1, predict the reactants needed to synthesize it. The reactants are: [CH2:1]([O:8][C:9]1[CH:17]=[CH:16][CH:15]=[C:14]2[C:10]=1[CH:11]=[C:12]([C:18]([O:20][CH2:21][CH3:22])=[O:19])[NH:13]2)[C:2]1[CH:7]=[CH:6][CH:5]=[CH:4][CH:3]=1.[H-].[Na+].[CH3:25]I.O.